From a dataset of Reaction yield outcomes from USPTO patents with 853,638 reactions. Predict the reaction yield, written as a fraction of the theoretical maximum amount of product (1.0 means a 100% yield; for example, 0.34 means a 34% yield). (1) The reactants are [Br:1][C:2]1[CH:29]=[CH:28][C:5]([CH2:6][C:7]2[O:8][C:9]([CH3:27])=[C:10]([CH3:26])[C:11]=2[C:12]([C:14]2[CH:19]=[CH:18][C:17]([OH:20])=[C:16]([CH:21]3[CH2:25][CH2:24][CH2:23][CH2:22]3)[CH:15]=2)=[O:13])=[CH:4][CH:3]=1.Cl[S:31]([C:34]1[CH:42]=[CH:41][C:37]([C:38]([OH:40])=[O:39])=[C:36]([OH:43])[CH:35]=1)(=[O:33])=[O:32]. No catalyst specified. The product is [Br:1][C:2]1[CH:29]=[CH:28][C:5]([CH2:6][C:7]2[O:8][C:9]([CH3:27])=[C:10]([CH3:26])[C:11]=2[C:12]([C:14]2[CH:19]=[CH:18][C:17]([O:20][S:31]([C:34]3[CH:42]=[CH:41][C:37]([C:38]([OH:40])=[O:39])=[C:36]([OH:43])[CH:35]=3)(=[O:33])=[O:32])=[C:16]([CH:21]3[CH2:25][CH2:24][CH2:23][CH2:22]3)[CH:15]=2)=[O:13])=[CH:4][CH:3]=1. The yield is 0.490. (2) The reactants are [CH3:1][C:2]1[CH:3]=[CH:4][C:5]([C:8]2[C:12]3[C:13]([CH3:19])=[CH:14][C:15]([CH3:18])=[C:16]([CH3:17])[C:11]=3[O:10][CH:9]=2)=[N:6][CH:7]=1. The catalyst is CO. The product is [CH3:1][C:2]1[CH:3]=[CH:4][C:5]([CH:8]2[C:12]3[C:13]([CH3:19])=[CH:14][C:15]([CH3:18])=[C:16]([CH3:17])[C:11]=3[O:10][CH2:9]2)=[N:6][CH:7]=1. The yield is 0.890.